This data is from Reaction yield outcomes from USPTO patents with 853,638 reactions. The task is: Predict the reaction yield, written as a fraction of the theoretical maximum amount of product (1.0 means a 100% yield; for example, 0.34 means a 34% yield). (1) The reactants are [CH:1]1([C:7]([NH2:9])=O)[CH2:6][CH2:5][CH2:4][CH2:3][CH2:2]1.COC1C=CC(P2(SP(C3C=CC(OC)=CC=3)(=S)S2)=[S:19])=CC=1. The catalyst is C1COCC1. The product is [CH:1]1([C:7](=[S:19])[NH2:9])[CH2:6][CH2:5][CH2:4][CH2:3][CH2:2]1. The yield is 0.490. (2) The reactants are [N+:1]([C:4]1[CH:13]=[C:12]2[C:7]([CH2:8][CH2:9][CH2:10][C:11]2=[N:14]O)=[CH:6][CH:5]=1)([O-])=O. The catalyst is CO. The product is [CH:11]1([NH2:14])[C:12]2[C:7](=[CH:6][CH:5]=[C:4]([NH2:1])[CH:13]=2)[CH2:8][CH2:9][CH2:10]1. The yield is 0.960. (3) The reactants are C1COCC1.[F:6][CH:7]([F:20])[O:8][C:9]1[CH:16]=[CH:15][C:12]([CH:13]=O)=[CH:11][C:10]=1[O:17][CH2:18][CH3:19].[Li][N:22]([Si](C)(C)C)[Si](C)(C)C.[CH3:31][S:32]([CH3:35])(=[O:34])=[O:33]. The catalyst is CO. The product is [F:6][CH:7]([F:20])[O:8][C:9]1[CH:16]=[CH:15][C:12]([CH:13]([NH2:22])[CH2:31][S:32]([CH3:35])(=[O:34])=[O:33])=[CH:11][C:10]=1[O:17][CH2:18][CH3:19]. The yield is 0.100. (4) The reactants are [C:1]([OH:6])(=O)[CH:2]([CH3:4])[CH3:3].O=C1N(P(Cl)(N2CCOC2=O)=O)CCO1.C(N(CC)CC)C.[Br:29][C:30]1[C:31]([F:40])=[C:32]2[C:38]([NH2:39])=[CH:37][NH:36][C:33]2=[N:34][CH:35]=1.[Li+].[OH-].C([O-])([O-])=O.[Na+].[Na+]. The catalyst is C(Cl)Cl. The product is [Br:29][C:30]1[C:31]([F:40])=[C:32]2[C:38]([NH:39][C:1](=[O:6])[CH:2]([CH3:4])[CH3:3])=[CH:37][NH:36][C:33]2=[N:34][CH:35]=1. The yield is 0.300. (5) The catalyst is [Cl-].C([N+](CC)(CC)CC)C1C=CC=CC=1.CO. The reactants are [OH-].[Na+].[CH:3]1[CH:8]=[CH:7][CH:6]=[C:5]2[NH:9][C:10]3[C:11](=[CH:12][C:13]4[NH:14][C:15]5[C:20]([C:21]=4[CH:22]=3)=[CH:19][CH:18]=[CH:17][CH:16]=5)[C:4]=12.Br[CH2:24][CH2:25][CH2:26][CH2:27][CH2:28][CH2:29][CH2:30][CH3:31].CS(C)=O. The yield is 0.901. The product is [CH2:24]([N:14]1[C:13]2[C:21](=[CH:22][C:10]3[N:9]([CH2:7][CH2:8][CH2:3][CH2:4][CH2:11][CH2:10][CH2:22][CH3:21])[C:5]4[C:4]([C:11]=3[CH:12]=2)=[CH:3][CH:8]=[CH:7][CH:6]=4)[C:20]2[C:15]1=[CH:16][CH:17]=[CH:18][CH:19]=2)[CH2:25][CH2:26][CH2:27][CH2:28][CH2:29][CH2:30][CH3:31]. (6) The reactants are [CH3:1][O:2][C:3]1[CH:8]=[CH:7][C:6]([N:9]2[C:13](=O)[CH2:12][C:11]([CH2:15][CH2:16][CH3:17])=[N:10]2)=[CH:5][CH:4]=1.P(Br)(Br)[Br:19]. The catalyst is CC#N. The product is [Br:19][C:13]1[N:9]([C:6]2[CH:7]=[CH:8][C:3]([O:2][CH3:1])=[CH:4][CH:5]=2)[N:10]=[C:11]([CH2:15][CH2:16][CH3:17])[CH:12]=1. The yield is 0.460. (7) The reactants are [NH2:1][C:2]1[CH:7]=[CH:6][C:5]([C:8]2[N:9]([CH2:22][CH3:23])[C:10]3[C:15]([C:16]=2[C:17]#[N:18])=[CH:14][CH:13]=[C:12]([O:19][CH2:20][CH3:21])[CH:11]=3)=[CH:4][CH:3]=1.Cl[CH2:25][C:26]([N:28]=[C:29]=[O:30])=[O:27].C1CCN2C(=NCCC2)CC1. The catalyst is O1CCOCC1. The product is [O:30]=[C:29]1[NH:28][C:26](=[O:27])[CH2:25][N:1]1[C:2]1[CH:3]=[CH:4][C:5]([C:8]2[N:9]([CH2:22][CH3:23])[C:10]3[C:15]([C:16]=2[C:17]#[N:18])=[CH:14][CH:13]=[C:12]([O:19][CH2:20][CH3:21])[CH:11]=3)=[CH:6][CH:7]=1. The yield is 0.790.